Predict which catalyst facilitates the given reaction. From a dataset of Catalyst prediction with 721,799 reactions and 888 catalyst types from USPTO. (1) Reactant: [CH2:1]([O:3][C:4]1[CH:5]=[C:6]([CH:9]=[C:10]([N+:22]([O-:24])=[O:23])[C:11]=1[O:12][CH2:13][C:14]1[CH:19]=[CH:18][CH:17]=[C:16]([O:20][CH3:21])[CH:15]=1)[CH:7]=O)[CH3:2].[CH3:25]/[C:26](/[NH2:30])=[CH:27]\[C:28]#[N:29].[CH2:31]([CH:34]1[CH2:39][C:38](=[O:40])[CH2:37][C:36](=O)[CH2:35]1)[CH2:32][CH3:33]. Product: [CH2:1]([O:3][C:4]1[CH:5]=[C:6]([CH:7]2[C:37]3[C:38](=[O:40])[CH2:39][CH:34]([CH2:31][CH2:32][CH3:33])[CH2:35][C:36]=3[NH:30][C:26]([CH3:25])=[C:27]2[C:28]#[N:29])[CH:9]=[C:10]([N+:22]([O-:24])=[O:23])[C:11]=1[O:12][CH2:13][C:14]1[CH:19]=[CH:18][CH:17]=[C:16]([O:20][CH3:21])[CH:15]=1)[CH3:2]. The catalyst class is: 8. (2) Reactant: [CH2:1]([C:3]1[N:4]=[C:5]([NH2:10])[S:6][C:7]=1[C:8]#[CH:9])[CH3:2]. Product: [CH2:1]([C:3]1[N:4]=[C:5]([NH2:10])[S:6][C:7]=1[CH2:8][CH3:9])[CH3:2]. The catalyst class is: 78.